From a dataset of Catalyst prediction with 721,799 reactions and 888 catalyst types from USPTO. Predict which catalyst facilitates the given reaction. (1) Reactant: [NH2:1][C:2]1[N:7]=[C:6]([O:8][CH2:9][CH3:10])[C:5]([NH2:11])=[C:4]([NH2:12])[N:3]=1.[CH:13]([CH:15]=O)=O. Product: [NH2:1][C:2]1[N:7]=[C:6]([O:8][CH2:9][CH3:10])[C:5]2[C:4](=[N:12][CH:13]=[CH:15][N:11]=2)[N:3]=1. The catalyst class is: 8. (2) Reactant: [CH3:1][O:2][C:3]1[CH:8]=[C:7]([C:9]2[C:17]3[C:12](=[N:13][CH:14]=[C:15]([C:18]4[CH:19]=[C:20]([NH:24][C:25](=[O:28])[CH:26]=[CH2:27])[CH:21]=[CH:22][CH:23]=4)[CH:16]=3)[N:11](S(C3C=CC(C)=CC=3)(=O)=O)[CH:10]=2)[CH:6]=[CH:5][N:4]=1.[OH-].[Li+]. Product: [CH3:1][O:2][C:3]1[CH:8]=[C:7]([C:9]2[C:17]3[C:12](=[N:13][CH:14]=[C:15]([C:18]4[CH:19]=[C:20]([NH:24][C:25](=[O:28])[CH:26]=[CH2:27])[CH:21]=[CH:22][CH:23]=4)[CH:16]=3)[NH:11][CH:10]=2)[CH:6]=[CH:5][N:4]=1. The catalyst class is: 12. (3) Reactant: Cl.[CH3:2][O:3][C:4](=[O:10])[C@@H:5]1[CH2:9][CH2:8][CH2:7][NH:6]1.[NH:11]([C:31]([O:33][C:34]([CH3:37])([CH3:36])[CH3:35])=[O:32])[C@H:12]([C:28](O)=[O:29])[CH2:13][CH2:14][CH2:15][CH2:16][NH:17][C:18]([O:20][CH2:21][C:22]1[CH:27]=[CH:26][CH:25]=[CH:24][CH:23]=1)=[O:19].F[P-](F)(F)(F)(F)F.N1(O[P+](N(C)C)(N(C)C)N(C)C)C2C=CC=CC=2N=N1.CCN(C(C)C)C(C)C. Product: [NH:11]([C:31]([O:33][C:34]([CH3:37])([CH3:36])[CH3:35])=[O:32])[C@H:12]([C:28]([N:6]1[CH2:7][CH2:8][CH2:9][C@H:5]1[C:4]([O:3][CH3:2])=[O:10])=[O:29])[CH2:13][CH2:14][CH2:15][CH2:16][NH:17][C:18]([O:20][CH2:21][C:22]1[CH:23]=[CH:24][CH:25]=[CH:26][CH:27]=1)=[O:19]. The catalyst class is: 3. (4) Reactant: [OH:1][C:2]1[N:10]=[CH:9][CH:8]=[CH:7][C:3]=1[C:4](O)=[O:5].C(Cl)(=O)C([Cl:14])=O.CN(C=O)C. Product: [O:1]=[C:2]1[C:3]([C:4]([Cl:14])=[O:5])=[CH:7][CH:8]=[CH:9][NH:10]1. The catalyst class is: 4. (5) Reactant: CO[C:3](=[O:12])[C:4]1[CH:9]=[CH:8][CH:7]=[CH:6][C:5]=1[CH2:10]Br.[F:13][C:14]([F:26])([F:25])[C:15]1[CH:16]=[C:17]([CH2:21][CH2:22][CH2:23][NH2:24])[CH:18]=[CH:19][CH:20]=1.C([O-])([O-])=O.[K+].[K+].C(OCC)(=O)C. Product: [F:13][C:14]([F:25])([F:26])[C:15]1[CH:16]=[C:17]([CH2:21][CH2:22][CH2:23][N:24]2[CH2:10][C:5]3[C:4](=[CH:9][CH:8]=[CH:7][CH:6]=3)[C:3]2=[O:12])[CH:18]=[CH:19][CH:20]=1. The catalyst class is: 345. (6) Reactant: Br[C:2]1[CH:3]=[CH:4][C:5]([N:32]([CH2:40][C:41]([O:43][C:44]([CH3:47])([CH3:46])[CH3:45])=[O:42])[C:33]([O:35][C:36]([CH3:39])([CH3:38])[CH3:37])=[O:34])=[N:6][C:7]=1[CH:8]([CH2:19][C:20]1[N:21]=[N:22][C:23]([C:26]2[CH:31]=[CH:30][CH:29]=[CH:28][CH:27]=2)=[CH:24][CH:25]=1)[NH:9][S:10]([C:13]1[CH:14]=[N:15][CH:16]=[CH:17][CH:18]=1)(=[O:12])=[O:11].C(N(CC)CC)C. Product: [C:36]([O:35][C:33]([N:32]([CH2:40][C:41]([O:43][C:44]([CH3:47])([CH3:46])[CH3:45])=[O:42])[C:5]1[CH:4]=[CH:3][CH:2]=[C:7]([CH:8]([CH2:19][C:20]2[N:21]=[N:22][C:23]([C:26]3[CH:31]=[CH:30][CH:29]=[CH:28][CH:27]=3)=[CH:24][CH:25]=2)[NH:9][S:10]([C:13]2[CH:14]=[N:15][CH:16]=[CH:17][CH:18]=2)(=[O:12])=[O:11])[N:6]=1)=[O:34])([CH3:38])([CH3:39])[CH3:37]. The catalyst class is: 29.